From a dataset of Catalyst prediction with 721,799 reactions and 888 catalyst types from USPTO. Predict which catalyst facilitates the given reaction. (1) Reactant: [CH3:1][C:2]([CH3:39])([CH3:38])[CH2:3][CH2:4][C@:5]1([CH3:37])[C:14]2[C:9](=[CH:10][CH:11]=[CH:12][CH:13]=2)[C:8]([OH:15])=[C:7]([C:16]2[NH:21][C:20]3[CH:22]=[CH:23][C:24]([NH:26]C(=O)OC(C)(C)C)=[CH:25][C:19]=3[S:18](=[O:35])(=[O:34])[N:17]=2)[C:6]1=[O:36].Cl.O1CCOCC1. Product: [NH2:26][C:24]1[CH:23]=[CH:22][C:20]2[NH:21][C:16]([C:7]3[C:6](=[O:36])[C@@:5]([CH2:4][CH2:3][C:2]([CH3:1])([CH3:38])[CH3:39])([CH3:37])[C:14]4[C:9]([C:8]=3[OH:15])=[CH:10][CH:11]=[CH:12][CH:13]=4)=[N:17][S:18](=[O:35])(=[O:34])[C:19]=2[CH:25]=1. The catalyst class is: 4. (2) Reactant: [F:1][C:2]1[C:3]([C@@H:21](O)[CH3:22])=[C:4]([C:8]2[CH:9]=[C:10]3[C:15](=[N:16][CH:17]=2)[N:14]([C:18]([NH2:20])=[O:19])[CH2:13][CH2:12][CH2:11]3)[CH:5]=[N:6][CH:7]=1.C1COCC1.C1(OP([N:45]=[N+:46]=[N-:47])(=O)OC2C=CC=CC=2)C=CC=CC=1.C1CCN2C(=NCCC2)CC1. Product: [N:45]([C@@H:21]([C:3]1[C:2]([F:1])=[CH:7][N:6]=[CH:5][C:4]=1[C:8]1[CH:9]=[C:10]2[C:15](=[N:16][CH:17]=1)[N:14]([C:18]([NH2:20])=[O:19])[CH2:13][CH2:12][CH2:11]2)[CH3:22])=[N+:46]=[N-:47]. The catalyst class is: 161. (3) The catalyst class is: 5. Product: [OH:10][C@H:5]1[CH2:4][O:3][CH2:2][C@@H:1]([C:7]([OH:6])=[O:8])[CH2:9]1. Reactant: [C@H:1]12[CH2:9][C@H:5]([O:6][C:7]1=[O:8])[CH2:4][O:3][CH2:2]2.[OH-:10].[Na+].Cl.